Dataset: Forward reaction prediction with 1.9M reactions from USPTO patents (1976-2016). Task: Predict the product of the given reaction. (1) Given the reactants C(OC(=O)[NH:7][CH2:8][CH:9]1[CH2:14][CH2:13][CH:12]([CH2:15][NH:16][C:17]2[C:22]([C:23]#[N:24])=[CH:21][N:20]=[C:19]([NH:25][CH2:26][C:27]3[CH:32]=[CH:31][CH:30]=[CH:29][C:28]=3[Cl:33])[CH:18]=2)[CH2:11][CH2:10]1)(C)(C)C.Cl.O1CCOCC1, predict the reaction product. The product is: [NH2:7][CH2:8][CH:9]1[CH2:10][CH2:11][CH:12]([CH2:15][NH:16][C:17]2[C:22]([C:23]#[N:24])=[CH:21][N:20]=[C:19]([NH:25][CH2:26][C:27]3[CH:32]=[CH:31][CH:30]=[CH:29][C:28]=3[Cl:33])[CH:18]=2)[CH2:13][CH2:14]1. (2) Given the reactants [CH2:1]([N:3]([CH2:37][CH3:38])[CH2:4]/[CH:5]=[CH:6]\[C:7]1[CH:12]=[C:11]([F:13])[CH:10]=[CH:9][C:8]=1[S:14]([NH:17][C:18]1[CH:27]=[CH:26][C:25]2[N:24]3[CH2:28][CH2:29][C@@H:23]3[CH2:22][O:21][C:20]=2[C:19]=1[C:30]([O:32]C(C)(C)C)=[O:31])(=[O:16])=[O:15])[CH3:2], predict the reaction product. The product is: [CH2:37]([N:3]([CH2:1][CH3:2])[CH2:4]/[CH:5]=[CH:6]\[C:7]1[CH:12]=[C:11]([F:13])[CH:10]=[CH:9][C:8]=1[S:14]([NH:17][C:18]1[CH:27]=[CH:26][C:25]2[N:24]3[CH2:28][CH2:29][C@@H:23]3[CH2:22][O:21][C:20]=2[C:19]=1[C:30]([OH:32])=[O:31])(=[O:15])=[O:16])[CH3:38]. (3) Given the reactants [OH:1][CH:2]1[CH2:7][CH2:6][N:5]([C:8]([N:10]2[CH2:15][CH:14]([C:16]3[CH:21]=[CH:20][C:19]([C:22]([F:25])([F:24])[F:23])=[CH:18][CH:17]=3)[CH2:13][CH:12]([C:26]([OH:28])=O)[CH2:11]2)=[O:9])[CH2:4][CH2:3]1.O[N:30]=[C:31]([NH2:36])[CH2:32][CH2:33][O:34][CH3:35], predict the reaction product. The product is: [OH:1][CH:2]1[CH2:3][CH2:4][N:5]([C:8]([N:10]2[CH2:15][CH:14]([C:16]3[CH:17]=[CH:18][C:19]([C:22]([F:25])([F:24])[F:23])=[CH:20][CH:21]=3)[CH2:13][CH:12]([C:26]3[O:28][N:36]=[C:31]([CH2:32][CH2:33][O:34][CH3:35])[N:30]=3)[CH2:11]2)=[O:9])[CH2:6][CH2:7]1. (4) Given the reactants O.Cl.C(=[N:16][CH:17]([CH2:20][C:21]1[CH:26]=[CH:25][N:24]=[C:23]([Cl:27])[CH:22]=1)[C:18]#[N:19])(C1C=CC=CC=1)C1C=CC=CC=1, predict the reaction product. The product is: [NH2:16][CH:17]([CH2:20][C:21]1[CH:26]=[CH:25][N:24]=[C:23]([Cl:27])[CH:22]=1)[C:18]#[N:19]. (5) The product is: [C:1]([O:5][C:6]([NH:8][C@@H:9]1[CH2:14][CH2:13][N:12]([C:15]([O:17][CH2:18][C:19]2[CH:24]=[CH:23][CH:22]=[CH:21][CH:20]=2)=[O:16])[CH2:11][C@H:10]1[O:25][CH3:28])=[O:7])([CH3:4])([CH3:2])[CH3:3]. Given the reactants [C:1]([O:5][C:6]([NH:8][C@@H:9]1[CH2:14][CH2:13][N:12]([C:15]([O:17][CH2:18][C:19]2[CH:24]=[CH:23][CH:22]=[CH:21][CH:20]=2)=[O:16])[CH2:11][C@H:10]1[OH:25])=[O:7])([CH3:4])([CH3:3])[CH3:2].[OH-].[Na+].[CH3:28]OS(OC)(=O)=O, predict the reaction product. (6) Given the reactants [CH2:1]([O:8][C:9]1[CH:10]=[C:11]([CH:30]=[CH:31][CH:32]=1)[CH2:12][O:13][C:14]1[C:19]2[CH:20]=[C:21]([C:23](=O)[CH2:24]Br)[O:22][C:18]=2[C:17]([Cl:27])=[C:16]([O:28][CH3:29])[CH:15]=1)[C:2]1[CH:7]=[CH:6][CH:5]=[CH:4][CH:3]=1.[Br:33][C:34]1[S:38][C:37]([NH2:39])=[N:36][N:35]=1, predict the reaction product. The product is: [CH2:1]([O:8][C:9]1[CH:10]=[C:11]([CH:30]=[CH:31][CH:32]=1)[CH2:12][O:13][C:14]1[C:19]2[CH:20]=[C:21]([C:23]3[N:39]=[C:37]4[N:36]([CH:24]=3)[N:35]=[C:34]([Br:33])[S:38]4)[O:22][C:18]=2[C:17]([Cl:27])=[C:16]([O:28][CH3:29])[CH:15]=1)[C:2]1[CH:7]=[CH:6][CH:5]=[CH:4][CH:3]=1. (7) Given the reactants Cl[C:2]1[CH:11]=[CH:10][C:9]2[C:4](=[CH:5][CH:6]=[C:7]([Cl:24])[C:8]=2[NH:12][C:13](=[O:23])[CH2:14][C@@H:15]([CH3:22])[C:16]2[CH:21]=[CH:20][CH:19]=[CH:18][CH:17]=2)[N:3]=1.[NH:25]1[CH2:29][CH2:28][C@H:27]([NH2:30])[CH2:26]1.C(N(CC)CC)C, predict the reaction product. The product is: [NH2:30][C@H:27]1[CH2:28][CH2:29][N:25]([C:2]2[CH:11]=[CH:10][C:9]3[C:4](=[CH:5][CH:6]=[C:7]([Cl:24])[C:8]=3[NH:12][C:13](=[O:23])[CH2:14][C@@H:15]([CH3:22])[C:16]3[CH:21]=[CH:20][CH:19]=[CH:18][CH:17]=3)[N:3]=2)[CH2:26]1. (8) Given the reactants [H-].[Na+].[F:3][C:4]([F:12])([F:11])[C:5]([NH:7][CH:8]([CH3:10])[CH3:9])=[O:6].[Br:13][CH2:14][CH2:15][CH2:16][CH2:17]Br.O, predict the reaction product. The product is: [Br:13][CH2:14][CH2:15][CH2:16][CH2:17][N:7]([CH:8]([CH3:10])[CH3:9])[C:5](=[O:6])[C:4]([F:12])([F:11])[F:3]. (9) Given the reactants [F:1][C:2]([F:7])([F:6])[C:3]([OH:5])=[O:4].[NH2:8][C@@H:9]1[CH2:13][CH2:12][N:11]([C:14]2[N:22]=[C:21]3[C:17]([N:18]=[CH:19][N:20]3[C@H:23]3[C@H:27]([OH:28])[C@H:26]([OH:29])[C@@H:25]([C:30]4[O:34][N:33]=[C:32]([CH2:35][CH3:36])[CH:31]=4)[O:24]3)=[C:16]([NH:37][CH2:38][CH:39]([C:46]3[CH:51]=[CH:50][CH:49]=[CH:48][CH:47]=3)[C:40]3[CH:45]=[CH:44][CH:43]=[CH:42][CH:41]=3)[N:15]=2)[CH2:10]1.ClC(OC1C=CC=CC=1)=O.[C:62](=[O:65])([O-])[O-].[K+].[K+].[NH2:68][CH2:69][C:70]1[CH:75]=[CH:74][CH:73]=[CH:72][N:71]=1, predict the reaction product. The product is: [F:1][C:2]([F:7])([F:6])[C:3]([OH:5])=[O:4].[C:46]1([CH:39]([C:40]2[CH:41]=[CH:42][CH:43]=[CH:44][CH:45]=2)[CH2:38][NH:37][C:16]2[N:15]=[C:14]([N:11]3[CH2:12][CH2:13][C@@H:9]([NH:8][C:62]([NH:68][CH2:69][C:70]4[CH:75]=[CH:74][CH:73]=[CH:72][N:71]=4)=[O:65])[CH2:10]3)[N:22]=[C:21]3[C:17]=2[N:18]=[CH:19][N:20]3[C@H:23]2[C@H:27]([OH:28])[C@H:26]([OH:29])[C@@H:25]([C:30]3[O:34][N:33]=[C:32]([CH2:35][CH3:36])[CH:31]=3)[O:24]2)[CH:47]=[CH:48][CH:49]=[CH:50][CH:51]=1. (10) Given the reactants [CH3:1][O:2][C:3]1[CH:8]=[C:7]([B:9]2[O:13][C:12]([CH3:15])([CH3:14])[C:11]([CH3:17])([CH3:16])[O:10]2)[CH:6]=[CH:5][C:4]=1[NH:18][C:19](=[O:24])[O:20][CH:21]([CH3:23])[CH3:22].[H-].[Na+].I[CH3:28].[Cl-].[NH4+], predict the reaction product. The product is: [CH3:1][O:2][C:3]1[CH:8]=[C:7]([B:9]2[O:13][C:12]([CH3:14])([CH3:15])[C:11]([CH3:17])([CH3:16])[O:10]2)[CH:6]=[CH:5][C:4]=1[N:18]([CH3:28])[C:19](=[O:24])[O:20][CH:21]([CH3:22])[CH3:23].